Dataset: Forward reaction prediction with 1.9M reactions from USPTO patents (1976-2016). Task: Predict the product of the given reaction. Given the reactants [NH:1]([C:3]1[NH:12][C:11](=[O:13])[C:10]2[C:5](=[CH:6][CH:7]=[CH:8][CH:9]=2)[N:4]=1)[NH2:2].O.[CH:15](O)=O, predict the reaction product. The product is: [CH:15]1[N:4]2[C:5]3[C:10]([C:11](=[O:13])[NH:12][C:3]2=[N:1][N:2]=1)=[CH:9][CH:8]=[CH:7][CH:6]=3.